Dataset: Full USPTO retrosynthesis dataset with 1.9M reactions from patents (1976-2016). Task: Predict the reactants needed to synthesize the given product. (1) Given the product [IH:22].[F:19][C:16]1[CH:17]=[CH:18][C:13]([C@H:12]2[C@@H:8]([C:5]3[CH:4]=[CH:3][C:2]([F:1])=[CH:7][CH:6]=3)[NH:9][C:10]([S:20][CH3:21])=[N:11]2)=[CH:14][CH:15]=1, predict the reactants needed to synthesize it. The reactants are: [F:1][C:2]1[CH:7]=[CH:6][C:5]([C@H:8]2[C@@H:12]([C:13]3[CH:18]=[CH:17][C:16]([F:19])=[CH:15][CH:14]=3)[NH:11][C:10](=[S:20])[NH:9]2)=[CH:4][CH:3]=1.[CH3:21][I:22]. (2) Given the product [CH:33]([NH:36][S:2]([C:5]1[CH:10]=[CH:9][C:8]([NH:11][C:12]([N:20]2[CH2:19][CH2:18][C:17]3[C:22](=[C:23]([N:26]4[CH2:27][CH2:28][N:29]([CH3:32])[CH2:30][CH2:31]4)[CH:24]=[CH:25][C:16]=3[O:15][CH3:14])[CH2:21]2)=[O:13])=[CH:7][CH:6]=1)(=[O:4])=[O:3])([CH3:35])[CH3:34], predict the reactants needed to synthesize it. The reactants are: Cl[S:2]([C:5]1[CH:10]=[CH:9][C:8]([N:11]=[C:12]=[O:13])=[CH:7][CH:6]=1)(=[O:4])=[O:3].[CH3:14][O:15][C:16]1[CH:25]=[CH:24][C:23]([N:26]2[CH2:31][CH2:30][N:29]([CH3:32])[CH2:28][CH2:27]2)=[C:22]2[C:17]=1[CH2:18][CH2:19][NH:20][CH2:21]2.[CH:33]([NH2:36])([CH3:35])[CH3:34]. (3) Given the product [OH:13][CH2:12][C:10]1[CH:9]=[CH:8][C:5]2[S:6][CH2:7][C:2](=[O:1])[NH:3][C:4]=2[N:11]=1, predict the reactants needed to synthesize it. The reactants are: [O:1]=[C:2]1[CH2:7][S:6][C:5]2[CH:8]=[CH:9][C:10]([C:12](OC)=[O:13])=[N:11][C:4]=2[NH:3]1.[H-].C([Al+]CC(C)C)C(C)C. (4) Given the product [Cl:16][C:17]1[CH:18]=[C:19]([CH:22]=[CH:23][C:24]=1[O:25][CH3:26])[CH2:20][NH:21][C:2]1[C:7]([C:8]([O:10][CH2:11][CH3:12])=[O:9])=[CH:6][N:5]=[C:4]([S:13][CH3:14])[N:3]=1, predict the reactants needed to synthesize it. The reactants are: Cl[C:2]1[C:7]([C:8]([O:10][CH2:11][CH3:12])=[O:9])=[CH:6][N:5]=[C:4]([S:13][CH3:14])[N:3]=1.Cl.[Cl:16][C:17]1[CH:18]=[C:19]([CH:22]=[CH:23][C:24]=1[O:25][CH3:26])[CH2:20][NH2:21].C(N(CC)CC)C. (5) Given the product [F:27][C:22]1[C:21]2[NH:20][CH:19]=[C:18]3[C:28](=[O:29])[N:15]([C:12]4[CH:13]=[CH:14][C:9]([NH:8][C:3](=[O:4])[CH:2]([CH3:1])[CH2:6][CH3:7])=[CH:10][CH:11]=4)[N:16]=[C:17]3[C:26]=2[CH:25]=[CH:24][CH:23]=1, predict the reactants needed to synthesize it. The reactants are: [CH3:1][CH:2]([CH2:6][CH3:7])[C:3](Cl)=[O:4].[NH2:8][C:9]1[CH:14]=[CH:13][C:12]([N:15]2[C:28](=[O:29])[C:18]3=[CH:19][NH:20][C:21]4[C:22]([F:27])=[CH:23][CH:24]=[CH:25][C:26]=4[C:17]3=[N:16]2)=[CH:11][CH:10]=1.C(N(CC)CC)C. (6) Given the product [O:1]=[C:2]1[C:11]2[C:6](=[CH:7][CH:8]=[CH:9][CH:10]=2)[CH2:5][CH2:4][N:3]1[CH2:12][CH2:13][C:14]([OH:16])=[O:15], predict the reactants needed to synthesize it. The reactants are: [O:1]=[C:2]1[C:11]2[C:6](=[CH:7][CH:8]=[CH:9][CH:10]=2)[CH2:5][CH2:4][N:3]1[CH2:12][CH2:13][C:14]([O:16]C)=[O:15].[OH-].[Li+].Cl.CCOC(C)=O. (7) Given the product [CH3:1][O:2][C:3]([C:5]1[C:9]2[N:10]=[CH:11][NH:12][C:13](=[O:14])[C:8]=2[NH:7][C:6]=1[N:31]1[CH2:36][CH2:35][NH:34][CH2:33][CH2:32]1)=[O:4], predict the reactants needed to synthesize it. The reactants are: [CH3:1][O:2][C:3]([C:5]1[C:9]2[N:10]=[CH:11][N:12](COCC[Si](C)(C)C)[C:13](=[O:14])[C:8]=2[N:7](COCC[Si](C)(C)C)[C:6]=1[N:31]1[CH2:36][CH2:35][N:34](C(OC(C)(C)C)=O)[CH2:33][CH2:32]1)=[O:4].C(O)(C(F)(F)F)=O.